Dataset: Full USPTO retrosynthesis dataset with 1.9M reactions from patents (1976-2016). Task: Predict the reactants needed to synthesize the given product. (1) Given the product [NH2:17][CH2:18][C:19]1[CH:24]=[CH:23][C:22]([NH:25][C:9]([NH:8][C:5]2[CH:6]=[CH:7][C:2]([Br:1])=[CH:3][CH:4]=2)=[O:10])=[CH:21][CH:20]=1, predict the reactants needed to synthesize it. The reactants are: [Br:1][C:2]1[CH:7]=[CH:6][C:5]([N:8]=[C:9]=[O:10])=[CH:4][CH:3]=1.C(OC(=O)[NH:17][CH2:18][C:19]1[CH:24]=[CH:23][C:22]([NH2:25])=[CH:21][CH:20]=1)(C)(C)C. (2) Given the product [F:10][CH:9]([F:11])[O:8][C:5]1[CH:6]=[CH:7][C:2]([C:22]#[C:21][C:15]2[CH:20]=[CH:19][CH:18]=[CH:17][CH:16]=2)=[CH:3][C:4]=1[CH:12]([CH3:14])[CH3:13], predict the reactants needed to synthesize it. The reactants are: Br[C:2]1[CH:7]=[CH:6][C:5]([O:8][CH:9]([F:11])[F:10])=[C:4]([CH:12]([CH3:14])[CH3:13])[CH:3]=1.[C:15]1([C:21]#[CH:22])[CH:20]=[CH:19][CH:18]=[CH:17][CH:16]=1.C(N(CC)CC)C. (3) Given the product [Cl:1][C:2]1[CH:7]=[CH:6][CH:5]=[CH:4][C:3]=1[C:8]1[N:9]=[C:10]2[CH:15]=[CH:14][CH:13]=[CH:12][N:11]2[C:16]=1[C:17]([NH2:26])=[O:19], predict the reactants needed to synthesize it. The reactants are: [Cl:1][C:2]1[CH:7]=[CH:6][CH:5]=[CH:4][C:3]=1[C:8]1[N:9]=[C:10]2[CH:15]=[CH:14][CH:13]=[CH:12][N:11]2[C:16]=1[C:17]([OH:19])=O.C1COCC1.[OH-].[NH4+:26]. (4) Given the product [CH3:1][S:2][C:3]1[N:8]=[C:7]([CH2:9][O:10][CH:12]2[CH2:13][CH2:14][CH2:15][CH2:16][O:11]2)[CH:6]=[CH:5][N:4]=1, predict the reactants needed to synthesize it. The reactants are: [CH3:1][S:2][C:3]1[N:8]=[C:7]([CH2:9][OH:10])[CH:6]=[CH:5][N:4]=1.[O:11]1[CH:16]=[CH:15][CH2:14][CH2:13][CH2:12]1.O.C1(C)C=CC(S(O)(=O)=O)=CC=1. (5) Given the product [CH2:1]([Sn:5]([CH2:10][CH2:11][CH2:12][CH3:13])([CH2:6][CH2:7][CH2:8][CH3:9])[C:16]1[N:21]=[CH:20][CH:19]=[CH:18][N:17]=1)[CH2:2][CH2:3][CH3:4], predict the reactants needed to synthesize it. The reactants are: [CH2:1]([Sn:5]([Li])([CH2:10][CH2:11][CH2:12][CH3:13])[CH2:6][CH2:7][CH2:8][CH3:9])[CH2:2][CH2:3][CH3:4].Cl[C:16]1[N:21]=[CH:20][CH:19]=[CH:18][N:17]=1. (6) Given the product [CH:2]1([NH:5][C:6]2[CH:11]=[CH:10][N:9]3[CH:12]=[C:13]([C:15]4[CH:20]=[CH:19][C:18]([O:21][CH2:29][CH2:30][CH2:31][F:32])=[CH:17][CH:16]=4)[N:14]=[C:8]3[CH:7]=2)[CH2:4][CH2:3]1, predict the reactants needed to synthesize it. The reactants are: Br.[CH:2]1([NH:5][C:6]2[CH:11]=[CH:10][N:9]3[CH:12]=[C:13]([C:15]4[CH:20]=[CH:19][C:18]([OH:21])=[CH:17][CH:16]=4)[N:14]=[C:8]3[CH:7]=2)[CH2:4][CH2:3]1.C([O-])([O-])=O.[Cs+].[Cs+].Br[CH2:29][CH2:30][CH2:31][F:32]. (7) Given the product [CH3:1][O:2][C:3]([C@@H:5]1[CH2:9][C@@H:8]([OH:10])[CH2:7][N:6]1[C:17](=[O:18])[C@@H:16]([NH:15][C:13]([O:12][CH3:11])=[O:14])[CH:20]([CH3:22])[CH3:21])=[O:4], predict the reactants needed to synthesize it. The reactants are: [CH3:1][O:2][C:3]([C@@H:5]1[CH2:9][C@@H:8]([OH:10])[CH2:7][NH:6]1)=[O:4].[CH3:11][O:12][C:13]([NH:15][C@@H:16]([CH:20]([CH3:22])[CH3:21])[C:17](O)=[O:18])=[O:14].CN(C(ON1N=NC2C=CC=NC1=2)=[N+](C)C)C.F[P-](F)(F)(F)(F)F.C(N(CC)CC)C. (8) Given the product [CH3:17][Si:18]([C:21]#[C:22][C:2]1[C:10]2[C:6](=[N:7][S:8][N:9]=2)[C:5]([C:16]#[C:15][Si:18]([CH3:20])([CH3:19])[CH3:17])=[CH:4][CH:3]=1)([CH3:20])[CH3:19], predict the reactants needed to synthesize it. The reactants are: Br[C:2]1[C:10]2[C:6](=[N:7][S:8][N:9]=2)[C:5](Br)=[CH:4][CH:3]=1.C(N[CH2:15][CH3:16])C.[CH3:17][Si:18]([C:21]#[CH:22])([CH3:20])[CH3:19]. (9) Given the product [F:29][C:19]1[CH:20]=[C:21]([C:22]2[CH:27]=[CH:26][CH:25]=[CH:24][C:23]=2[F:28])[C:15]2[O:14][CH:13]([CH2:12][NH:31][CH3:30])[CH2:17][C:16]=2[CH:18]=1, predict the reactants needed to synthesize it. The reactants are: CC1C=CC(S(O[CH2:12][CH:13]2[CH2:17][C:16]3[CH:18]=[C:19]([F:29])[CH:20]=[C:21]([C:22]4[CH:27]=[CH:26][CH:25]=[CH:24][C:23]=4[F:28])[C:15]=3[O:14]2)(=O)=O)=CC=1.[CH3:30][NH2:31].